Predict the reactants needed to synthesize the given product. From a dataset of Full USPTO retrosynthesis dataset with 1.9M reactions from patents (1976-2016). (1) Given the product [C:8]([CH2:7][NH:6][C:18](=[O:19])[C:17]([F:28])([F:27])[F:16])#[N:9], predict the reactants needed to synthesize it. The reactants are: S(O)(O)(=O)=O.[NH2:6][CH2:7][C:8]#[N:9].N1C=CC=CC=1.[F:16][C:17]([F:28])([F:27])[C:18](O[C:18](=[O:19])[C:17]([F:28])([F:27])[F:16])=[O:19].FC(F)(F)C(N)=O. (2) Given the product [C:1]([C:5]1[CH:9]=[C:8]([NH:10][C:11]([NH:23][C:22]2[CH:24]=[C:25]([O:28][C:29]3[C:38]4[C:33](=[CH:34][C:35]([O:41][CH3:42])=[C:36]([O:39][CH3:40])[CH:37]=4)[N:32]=[CH:31][N:30]=3)[CH:26]=[CH:27][C:21]=2[Cl:20])=[O:13])[N:7]([C:14]2[CH:19]=[CH:18][CH:17]=[CH:16][CH:15]=2)[N:6]=1)([CH3:2])([CH3:3])[CH3:4], predict the reactants needed to synthesize it. The reactants are: [C:1]([C:5]1[CH:9]=[C:8]([NH:10][C:11](=[O:13])[O-])[N:7]([C:14]2[CH:19]=[CH:18][CH:17]=[CH:16][CH:15]=2)[N:6]=1)([CH3:4])([CH3:3])[CH3:2].[Cl:20][C:21]1[CH:27]=[CH:26][C:25]([O:28][C:29]2[C:38]3[C:33](=[CH:34][C:35]([O:41][CH3:42])=[C:36]([O:39][CH3:40])[CH:37]=3)[N:32]=[CH:31][N:30]=2)=[CH:24][C:22]=1[NH2:23]. (3) Given the product [Cl:1][C:2]1[CH:10]=[CH:9][C:5]([C:6]([NH:50][CH2:49][CH2:48][N:45]2[CH2:46][CH2:47][CH:42]([O:41][C:40]3[CH:51]=[CH:52][C:53]([Cl:54])=[C:38]([Cl:37])[CH:39]=3)[CH2:43][CH2:44]2)=[O:8])=[C:4]([O:11][CH2:12][C:13]([N:15]([CH3:17])[CH3:16])=[O:14])[CH:3]=1, predict the reactants needed to synthesize it. The reactants are: [Cl:1][C:2]1[CH:10]=[CH:9][C:5]([C:6]([OH:8])=O)=[C:4]([O:11][CH2:12][C:13]([N:15]([CH3:17])[CH3:16])=[O:14])[CH:3]=1.C1N=CN(C(N2C=NC=C2)=O)C=1.FC(F)(F)C(O)=O.[Cl:37][C:38]1[CH:39]=[C:40]([CH:51]=[CH:52][C:53]=1[Cl:54])[O:41][CH:42]1[CH2:47][CH2:46][N:45]([CH2:48][CH2:49][NH2:50])[CH2:44][CH2:43]1.C(N(CC)CC)C. (4) Given the product [F:1][C:2]1[CH:7]=[C:6]([F:8])[CH:5]=[CH:4][C:3]=1[S:9]([NH:12][C:13]1[C:14]([O:29][CH3:30])=[N:15][CH:16]=[C:17]([C:19]2[CH:20]=[CH:21][C:22]3[N:23]([C:25]([C:40]#[C:39][CH2:38][OH:41])=[CH:26][N:27]=3)[CH:24]=2)[CH:18]=1)(=[O:11])=[O:10], predict the reactants needed to synthesize it. The reactants are: [F:1][C:2]1[CH:7]=[C:6]([F:8])[CH:5]=[CH:4][C:3]=1[S:9]([NH:12][C:13]1[C:14]([O:29][CH3:30])=[N:15][CH:16]=[C:17]([C:19]2[CH:20]=[CH:21][C:22]3[N:23]([C:25](I)=[CH:26][N:27]=3)[CH:24]=2)[CH:18]=1)(=[O:11])=[O:10].CCN(CC)CC.[CH2:38]([OH:41])[C:39]#[CH:40].